Dataset: Reaction yield outcomes from USPTO patents with 853,638 reactions. Task: Predict the reaction yield, written as a fraction of the theoretical maximum amount of product (1.0 means a 100% yield; for example, 0.34 means a 34% yield). (1) The reactants are [NH3:1].C([O:5][C@@H:6]1[C@@H:10]([O:11]C(=O)C)[C@H:9]([C:15]2[C:19]3[N:20]=[CH:21][N:22]=[C:23](Cl)[C:18]=3[NH:17][CH:16]=2)[N:8]([C:25]([O:27][C:28]([CH3:31])([CH3:30])[CH3:29])=[O:26])[C@@H:7]1[CH2:32][O:33]C(=O)C)(=O)C. The catalyst is C(O)C. The product is [NH2:1][C:23]1[C:18]2[NH:17][CH:16]=[C:15]([C@H:9]3[C@H:10]([OH:11])[C@@H:6]([OH:5])[C@@H:7]([CH2:32][OH:33])[N:8]3[C:25]([O:27][C:28]([CH3:29])([CH3:30])[CH3:31])=[O:26])[C:19]=2[N:20]=[CH:21][N:22]=1. The yield is 0.0756. (2) The reactants are [Br:1][C:2]1[CH:3]=[C:4]([CH:9]=[CH:10][C:11]=1[OH:12])[C:5]([O:7][CH3:8])=[O:6].N1C=CC=CC=1.[C:19](Cl)(=[O:21])[CH3:20].Cl. The catalyst is C(Cl)Cl.O. The product is [C:19]([O:12][C:11]1[CH:10]=[CH:9][C:4]([C:5]([O:7][CH3:8])=[O:6])=[CH:3][C:2]=1[Br:1])(=[O:21])[CH3:20]. The yield is 0.940. (3) The reactants are Br[C:2]1[N:3]([CH:17]2[CH2:22][CH2:21][CH2:20][CH2:19][O:18]2)[C:4]2[C:9]([N:10]=1)=[C:8]([NH:11][C:12]([CH3:15])([CH3:14])[CH3:13])[N:7]=[C:6]([Cl:16])[N:5]=2.[CH:23]1(B(O)O)[CH2:25][CH2:24]1.[O-]P([O-])([O-])=O.[K+].[K+].[K+].C(Cl)Cl. The catalyst is O1CCOCC1.C(OCC)(=O)C. The product is [C:12]([NH:11][C:8]1[N:7]=[C:6]([Cl:16])[N:5]=[C:4]2[C:9]=1[N:10]=[C:2]([CH:23]1[CH2:25][CH2:24]1)[N:3]2[CH:17]1[CH2:22][CH2:21][CH2:20][CH2:19][O:18]1)([CH3:15])([CH3:14])[CH3:13]. The yield is 0.500. (4) The reactants are BrCCBr.[Mg].Br[C:7]1[CH:12]=[CH:11][C:10]([O:13][CH2:14][C:15]2[CH:20]=[CH:19][CH:18]=[CH:17][C:16]=2[F:21])=[C:9]([O:22][CH3:23])[CH:8]=1.FC1C=CC=CC=1COC1C=CC=CC=1OC.[O:41]=[C:42]1[N:46]([C:47]([O:49][C:50]([CH3:53])([CH3:52])[CH3:51])=[O:48])[C@H:45]([C:54]([O:56][CH3:57])=[O:55])[CH2:44][CH2:43]1. The catalyst is C1COCC1.C(OCC)C.C(O)(C)C. The product is [CH3:53][C:50]([O:49][C:47]([NH:46][C@@H:45]([CH2:44][CH2:43][C:42]([C:7]1[CH:12]=[CH:11][C:10]([O:13][CH2:14][C:15]2[CH:20]=[CH:19][CH:18]=[CH:17][C:16]=2[F:21])=[C:9]([O:22][CH3:23])[CH:8]=1)=[O:41])[C:54]([O:56][CH3:57])=[O:55])=[O:48])([CH3:51])[CH3:52]. The yield is 0.460. (5) The reactants are O[C:2]1[CH:3]=[C:4]([NH:8][C:9]2[N:14]=[C:13]([NH:15][C:16]3[CH:21]=[CH:20][CH:19]=[C:18](O)[CH:17]=3)[C:12]([F:23])=[CH:11][N:10]=2)[CH:5]=[CH:6][CH:7]=1.[NH2:24][C:25]1C=C(C=CC=1)C#N.Cl[C:34]1N=C(Cl)C(F)=C[N:35]=1. No catalyst specified. The product is [C:25]([C:2]1[CH:3]=[C:4]([NH:8][C:9]2[N:14]=[C:13]([NH:15][C:16]3[CH:21]=[CH:20][CH:19]=[C:18]([C:34]#[N:35])[CH:17]=3)[C:12]([F:23])=[CH:11][N:10]=2)[CH:5]=[CH:6][CH:7]=1)#[N:24]. The yield is 0.760. (6) The reactants are C(OC([N:8]1[CH2:13][C:12]([C:14](=[O:16])[NH2:15])=[C:11]([C:17]2[CH:38]=[CH:37][C:20]3[C:21]4[N:25]([CH2:26][CH2:27][O:28][C:19]=3[CH:18]=2)[CH:24]=[C:23]([C:29]2[N:30]([CH:34]([CH3:36])[CH3:35])[N:31]=[CH:32][N:33]=2)[N:22]=4)[CH2:10][CH2:9]1)=O)(C)(C)C.C(=O)([O-])[O-].C([N+](CC=C)(CC=C)CC=C)C=C.C([N+](CC=C)(CC=C)CC=C)C=C. The catalyst is C(O)(C(F)(F)F)=O.CO.C(Cl)Cl. The product is [CH:34]([N:30]1[C:29]([C:23]2[N:22]=[C:21]3[N:25]([CH2:26][CH2:27][O:28][C:19]4[CH:18]=[C:17]([C:11]5[CH2:10][CH2:9][NH:8][CH2:13][C:12]=5[C:14]([NH2:15])=[O:16])[CH:38]=[CH:37][C:20]=43)[CH:24]=2)=[N:33][CH:32]=[N:31]1)([CH3:36])[CH3:35]. The yield is 0.820. (7) The yield is 0.120. The product is [NH:2]=[C:1]([N:38]1[CH2:39][CH2:40][N:35]([CH3:34])[CH2:36][CH2:37]1)[C:3]1[CH:4]=[C:5]([NH:9][C:10](=[O:33])[NH:11][C:12]2[CH:17]=[CH:16][C:15]([S:18]([NH:21][CH2:22][C:23]3[CH:28]=[CH:27][C:26]([S:29](=[O:32])(=[O:31])[NH2:30])=[CH:25][CH:24]=3)(=[O:20])=[O:19])=[CH:14][CH:13]=2)[CH:6]=[CH:7][CH:8]=1. No catalyst specified. The reactants are [C:1]([C:3]1[CH:4]=[C:5]([NH:9][C:10](=[O:33])[NH:11][C:12]2[CH:17]=[CH:16][C:15]([S:18]([NH:21][CH2:22][C:23]3[CH:28]=[CH:27][C:26]([S:29](=[O:32])(=[O:31])[NH2:30])=[CH:25][CH:24]=3)(=[O:20])=[O:19])=[CH:14][CH:13]=2)[CH:6]=[CH:7][CH:8]=1)#[N:2].[CH3:34][N:35]1[CH2:40][CH2:39][NH:38][CH2:37][CH2:36]1. (8) The reactants are Br[C:2]1[CH:3]=[C:4]2[C:9](=[CH:10][CH:11]=1)[N:8]=[C:7]([CH3:12])[C:6]([C:13](=[O:18])[C:14]([F:17])([F:16])[F:15])=[C:5]2[C:19]1[CH:24]=[CH:23][C:22]([S:25]([CH3:28])(=[O:27])=[O:26])=[CH:21][CH:20]=1.[OH:29][C:30]1([C:36]2[CH:41]=[CH:40][CH:39]=[CH:38][CH:37]=2)[CH2:35][CH2:34][NH:33][CH2:32][CH2:31]1. No catalyst specified. The product is [F:15][C:14]([F:17])([F:16])[C:13]([C:6]1[C:7]([CH3:12])=[N:8][C:9]2[C:4]([C:5]=1[C:19]1[CH:24]=[CH:23][C:22]([S:25]([CH3:28])(=[O:26])=[O:27])=[CH:21][CH:20]=1)=[CH:3][C:2]([N:33]1[CH2:34][CH2:35][C:30]([OH:29])([C:36]3[CH:37]=[CH:38][CH:39]=[CH:40][CH:41]=3)[CH2:31][CH2:32]1)=[CH:11][CH:10]=2)=[O:18]. The yield is 0.170. (9) The reactants are Cl.[C:2]1([CH3:10])[CH:7]=[CH:6][C:5]([NH:8]N)=[CH:4][CH:3]=1.[C:11]([N:16]1[CH2:21][CH2:20][C:19](=O)[CH2:18][CH2:17]1)([O:13][CH2:14][CH3:15])=[O:12]. The catalyst is CCO. The product is [CH3:10][C:2]1[CH:7]=[CH:6][C:5]2[NH:8][C:19]3[CH2:20][CH2:21][N:16]([C:11]([O:13][CH2:14][CH3:15])=[O:12])[CH2:17][C:18]=3[C:4]=2[CH:3]=1. The yield is 0.860.